From a dataset of Ames mutagenicity test results for genotoxicity prediction. Regression/Classification. Given a drug SMILES string, predict its toxicity properties. Task type varies by dataset: regression for continuous values (e.g., LD50, hERG inhibition percentage) or binary classification for toxic/non-toxic outcomes (e.g., AMES mutagenicity, cardiotoxicity, hepatotoxicity). Dataset: ames. (1) The molecule is CC(=O)OC(OC(C)=O)c1ccc([N+](=O)[O-])o1. The result is 1 (mutagenic). (2) The result is 0 (non-mutagenic). The compound is CC(=O)Nc1ccc2c(c1OC(C)=O)Cc1ccccc1-2. (3) The molecule is CCCC[C@@H](CC)COCCCN. The result is 0 (non-mutagenic). (4) The compound is COC(=O)/C(=C/c1ccc(Br)o1)[N+](=O)[O-]. The result is 0 (non-mutagenic).